Dataset: Full USPTO retrosynthesis dataset with 1.9M reactions from patents (1976-2016). Task: Predict the reactants needed to synthesize the given product. Given the product [Cl:19][C:20]1[N:25]=[C:24]([NH:26][CH:27]2[CH2:28][CH2:29][O:30][CH2:31][CH2:32]2)[C:23]([NH:33][CH2:38][C:37]2[CH:40]=[CH:41][C:42]([O:44][CH3:45])=[CH:43][C:36]=2[O:35][CH3:34])=[CH:22][N:21]=1, predict the reactants needed to synthesize it. The reactants are: C(O)(=O)C.C(O[BH-](OC(=O)C)OC(=O)C)(=O)C.[Na+].[Cl:19][C:20]1[N:25]=[C:24]([NH:26][CH:27]2[CH2:32][CH2:31][O:30][CH2:29][CH2:28]2)[C:23]([NH2:33])=[CH:22][N:21]=1.[CH3:34][O:35][C:36]1[CH:43]=[C:42]([O:44][CH3:45])[CH:41]=[CH:40][C:37]=1[CH:38]=O.C(=O)([O-])[O-].[K+].[K+].